This data is from Catalyst prediction with 721,799 reactions and 888 catalyst types from USPTO. The task is: Predict which catalyst facilitates the given reaction. (1) Reactant: [CH2:1]1[C:13]2[NH:12][C:11]3[C:6](=[CH:7][CH:8]=[CH:9][CH:10]=3)[C:5]=2[CH2:4][CH2:3][N:2]1[CH2:14][C:15]([O:17]C(C)(C)C)=[O:16]. The catalyst class is: 393. Product: [CH2:1]1[C:13]2[NH:12][C:11]3[C:6](=[CH:7][CH:8]=[CH:9][CH:10]=3)[C:5]=2[CH2:4][CH2:3][N:2]1[CH2:14][C:15]([OH:17])=[O:16]. (2) Reactant: [Si:1]([O:8][CH2:9][C:10]1[N:11]([CH3:44])[C:12]2[C:17]([CH:18]=1)=[CH:16][C:15]([C:19]1[N:24]([CH2:25][C:26]3[CH:31]=[CH:30][C:29]([O:32][CH3:33])=[CH:28][C:27]=3[O:34][CH3:35])[C:23](=[O:36])[C:22]([C:37]([O:39][CH3:40])=[O:38])=[C:21]([OH:41])[C:20]=1[CH2:42][CH3:43])=[CH:14][CH:13]=2)([C:4]([CH3:7])([CH3:6])[CH3:5])([CH3:3])[CH3:2].CCN(CC)CC.[S:52](Cl)([C:55]1[CH:61]=[CH:60][C:58]([CH3:59])=[CH:57][CH:56]=1)(=[O:54])=[O:53]. Product: [Si:1]([O:8][CH2:9][C:10]1[N:11]([CH3:44])[C:12]2[C:17]([CH:18]=1)=[CH:16][C:15]([C:19]1[N:24]([CH2:25][C:26]3[CH:31]=[CH:30][C:29]([O:32][CH3:33])=[CH:28][C:27]=3[O:34][CH3:35])[C:23](=[O:36])[C:22]([C:37]([O:39][CH3:40])=[O:38])=[C:21]([O:41][S:52]([C:55]3[CH:61]=[CH:60][C:58]([CH3:59])=[CH:57][CH:56]=3)(=[O:54])=[O:53])[C:20]=1[CH2:42][CH3:43])=[CH:14][CH:13]=2)([C:4]([CH3:7])([CH3:6])[CH3:5])([CH3:2])[CH3:3]. The catalyst class is: 2. (3) Reactant: [CH3:1][O:2][C:3]1[CH:8]=[C:7]2[CH2:9][CH:10]([CH2:13][CH:14]3[CH2:19][CH2:18][N:17]([CH2:20][C:21]4[CH:26]=[CH:25][CH:24]=[CH:23][CH:22]=4)[CH2:16][CH2:15]3)[C:11](=[O:12])[C:6]2=[CH:5][C:4]=1[O:27][CH3:28].C(O)(C(O)=O)=O. Product: [CH3:1][O:2][C:3]1[CH:8]=[C:7]2[CH2:9][CH:10]([CH2:13][CH:14]3[CH2:15][CH2:16][N:17]([CH2:20][C:21]4[CH:22]=[CH:23][CH:24]=[CH:25][CH:26]=4)[CH2:18][CH2:19]3)[C:11](=[O:12])[C:6]2=[CH:5][C:4]=1[O:27][CH3:28]. The catalyst class is: 6. (4) Reactant: C([O:8][C:9]1[CH:17]=[CH:16][CH:15]=[C:14]2[C:10]=1[CH:11]=[C:12]([C:19]([O:21][CH2:22][CH3:23])=[O:20])[N:13]2[CH3:18])C1C=CC=CC=1. Product: [OH:8][C:9]1[CH:17]=[CH:16][CH:15]=[C:14]2[C:10]=1[CH:11]=[C:12]([C:19]([O:21][CH2:22][CH3:23])=[O:20])[N:13]2[CH3:18]. The catalyst class is: 178. (5) Product: [CH3:1][O:2][CH2:3][CH2:4][CH2:5][C:6]1[CH:7]=[CH:8][C:9]([N:12]2[CH2:25][CH2:24][C:14]3([CH2:15][CH2:16][C:17](=[O:18])[CH2:22][CH2:23]3)[C:13]2=[O:26])=[CH:10][CH:11]=1. Reactant: [CH3:1][O:2][CH2:3][CH2:4][CH2:5][C:6]1[CH:11]=[CH:10][C:9]([N:12]2[CH2:25][CH2:24][C:14]3([CH2:23][CH2:22][C:17]4(OCC[O:18]4)[CH2:16][CH2:15]3)[C:13]2=[O:26])=[CH:8][CH:7]=1.Cl. The catalyst class is: 7.